Predict the reaction yield, written as a fraction of the theoretical maximum amount of product (1.0 means a 100% yield; for example, 0.34 means a 34% yield). From a dataset of Reaction yield outcomes from USPTO patents with 853,638 reactions. (1) The reactants are Cl[CH2:2][CH2:3][O:4][C:5]1[CH:10]=[CH:9][C:8]([N+:11]([O-:13])=[O:12])=[CH:7][C:6]=1[O:14][CH3:15].[NH:16]1[CH2:21][CH2:20][O:19][CH2:18][CH2:17]1.[I-].[Na+].C(=O)([O-])[O-].[K+].[K+]. The catalyst is C(O)C.ClCCl. The product is [CH3:15][O:14][C:6]1[CH:7]=[C:8]([N+:11]([O-:13])=[O:12])[CH:9]=[CH:10][C:5]=1[O:4][CH2:3][CH2:2][N:16]1[CH2:21][CH2:20][O:19][CH2:18][CH2:17]1. The yield is 0.510. (2) The reactants are C[N:2]([CH:4]=[C:5]1[CH2:11][CH2:10][O:9][C:8]2[CH:12]=[C:13]([N:16]3[CH2:20][C@H:19]([CH2:21][NH:22][C:23](=[O:25])[CH3:24])[O:18][C:17]3=[O:26])[CH:14]=[CH:15][C:7]=2[C:6]1=O)C.[NH2:28]N. The catalyst is C(O)C. The product is [NH:28]1[C:6]2[C:7]3[CH:15]=[CH:14][C:13]([N:16]4[CH2:20][C@H:19]([CH2:21][NH:22][C:23](=[O:25])[CH3:24])[O:18][C:17]4=[O:26])=[CH:12][C:8]=3[O:9][CH2:10][CH2:11][C:5]=2[CH:4]=[N:2]1. The yield is 0.600. (3) The reactants are Cl.[CH2:2]([N:4]([CH2:14][CH3:15])[C:5]([C:7]1([CH3:13])[CH2:12][CH2:11][CH2:10][NH:9][CH2:8]1)=[O:6])[CH3:3].O=[C:17]1[CH2:22][CH2:21][N:20]([C:23]([O:25][C:26]([CH3:29])([CH3:28])[CH3:27])=[O:24])[CH2:19][CH2:18]1.C(N(CC)CC)C.C(O[BH-](OC(=O)C)OC(=O)C)(=O)C.[Na+]. The catalyst is C1COCC1.C(OCC)(=O)C.C(O)(=O)C. The product is [CH2:14]([N:4]([CH2:2][CH3:3])[C:5]([C:7]1([CH3:13])[CH2:12][CH2:11][CH2:10][N:9]([CH:17]2[CH2:22][CH2:21][N:20]([C:23]([O:25][C:26]([CH3:29])([CH3:28])[CH3:27])=[O:24])[CH2:19][CH2:18]2)[CH2:8]1)=[O:6])[CH3:15]. The yield is 0.660. (4) The reactants are [F:1][C:2]([F:10])([F:9])[C:3]1[N:4]=[C:5](N)[S:6][CH:7]=1.[C:11]([Cu])#[N:12]. No catalyst specified. The product is [F:1][C:2]([F:10])([F:9])[C:3]1[N:4]=[C:5]([C:11]#[N:12])[S:6][CH:7]=1. The yield is 0.340. (5) The catalyst is [OH-].[Na+]. The product is [CH3:18][O:17][C:13]1[CH:12]=[CH:11][CH:10]=[C:9]2[C:14]=1[C:15](=[O:16])[C:6]([C:4]([OH:5])=[O:3])=[CH:7][NH:8]2. The yield is 0.520. The reactants are C([O:3][C:4]([C:6]1[C:15](=[O:16])[C:14]2[C:9](=[CH:10][CH:11]=[CH:12][C:13]=2[O:17][CH3:18])[NH:8][CH:7]=1)=[O:5])C. (6) The reactants are Br[C:2]1[CH:3]=[CH:4][C:5]([C:8]([N:10]([CH3:12])[CH3:11])=[O:9])=[N:6][CH:7]=1.[CH3:13][C:14]1([CH3:30])[C:18]([CH3:20])([CH3:19])[O:17][B:16]([B:16]2[O:17][C:18]([CH3:20])([CH3:19])[C:14]([CH3:30])([CH3:13])[O:15]2)[O:15]1.ClCCl.C([O-])(=O)C.[K+]. The catalyst is O1CCOCC1.C1C=CC(P(C2C=CC=CC=2)[C-]2C=CC=C2)=CC=1.C1C=CC(P(C2C=CC=CC=2)[C-]2C=CC=C2)=CC=1.Cl[Pd]Cl.[Fe+2].C1(P(C2C=CC=CC=2)[C-]2C=CC=C2)C=CC=CC=1.[C-]1(P(C2C=CC=CC=2)C2C=CC=CC=2)C=CC=C1.[Fe+2]. The product is [CH3:11][N:10]([CH3:12])[C:8]([C:5]1[CH:4]=[CH:3][C:2]([B:16]2[O:17][C:18]([CH3:20])([CH3:19])[C:14]([CH3:30])([CH3:13])[O:15]2)=[CH:7][N:6]=1)=[O:9]. The yield is 0.680. (7) The reactants are Br[CH2:2][CH2:3][CH2:4][CH2:5][CH2:6][O:7][C:8]1[CH:13]=[CH:12][C:11]([C:14]2[CH:19]=[CH:18][C:17]([C:20]([O:22][CH2:23][CH3:24])=[O:21])=[CH:16][CH:15]=2)=[CH:10][C:9]=1[C:25]1[CH:34]=[CH:33][C:32]2[C:31]([CH3:36])([CH3:35])[CH2:30][CH2:29][C:28]([CH3:38])([CH3:37])[C:27]=2[CH:26]=1.[CH:39]1([NH2:42])[CH2:41][CH2:40]1. The catalyst is C(O)C. The product is [CH:39]1([NH:42][CH2:2][CH2:3][CH2:4][CH2:5][CH2:6][O:7][C:8]2[CH:13]=[CH:12][C:11]([C:14]3[CH:19]=[CH:18][C:17]([C:20]([O:22][CH2:23][CH3:24])=[O:21])=[CH:16][CH:15]=3)=[CH:10][C:9]=2[C:25]2[CH:34]=[CH:33][C:32]3[C:31]([CH3:36])([CH3:35])[CH2:30][CH2:29][C:28]([CH3:38])([CH3:37])[C:27]=3[CH:26]=2)[CH2:41][CH2:40]1. The yield is 0.730. (8) The reactants are [Br:1][C:2]1[CH:11]=[C:10]2[C:5]([N:6]=[CH:7][C:8](Cl)=[N:9]2)=[CH:4][CH:3]=1.[N:13]1([C:19]([O:21][C:22]([CH3:25])([CH3:24])[CH3:23])=[O:20])[CH2:18][CH2:17][NH:16][CH2:15][CH2:14]1.C([O-])([O-])=O.[K+].[K+]. The catalyst is CC#N. The product is [C:22]([O:21][C:19]([N:13]1[CH2:18][CH2:17][N:16]([C:8]2[CH:7]=[N:6][C:5]3[C:10](=[CH:11][C:2]([Br:1])=[CH:3][CH:4]=3)[N:9]=2)[CH2:15][CH2:14]1)=[O:20])([CH3:25])([CH3:23])[CH3:24]. The yield is 0.990.